This data is from Reaction yield outcomes from USPTO patents with 853,638 reactions. The task is: Predict the reaction yield, written as a fraction of the theoretical maximum amount of product (1.0 means a 100% yield; for example, 0.34 means a 34% yield). (1) The reactants are [NH2:1][C@:2]12[CH2:9][CH:8]([F:10])[CH2:7][C@@H:6]1[C:5](=O)[N:4]([C@@H:12]([C:14]1[CH:19]=[CH:18][CH:17]=[CH:16][CH:15]=1)[CH3:13])[CH2:3]2.COCCO[AlH2-]OCCOC.[Na+].[OH-].[Na+].[C:34](O[C:34]([O:36][C:37]([CH3:40])([CH3:39])[CH3:38])=[O:35])([O:36][C:37]([CH3:40])([CH3:39])[CH3:38])=[O:35]. The catalyst is C1(C)C=CC=CC=1. The product is [C:37]([O:36][C:34]([NH:1][C@:2]12[CH2:9][CH:8]([F:10])[CH2:7][C@H:6]1[CH2:5][N:4]([C@@H:12]([C:14]1[CH:19]=[CH:18][CH:17]=[CH:16][CH:15]=1)[CH3:13])[CH2:3]2)=[O:35])([CH3:40])([CH3:39])[CH3:38]. The yield is 0.710. (2) The reactants are [Cl:1][C:2]1[CH:7]=[CH:6][C:5]([C:8]2([OH:41])[CH2:13][CH2:12][N:11]([CH2:14][CH2:15][CH:16]=[C:17]3[C:23]4[CH:24]=[CH:25][CH:26]=[N:27][C:22]=4[CH2:21][O:20][C:19]4[CH:28]=[CH:29][C:30]([O:32][C:33]([CH3:38])([CH3:37])[C:34](O)=[O:35])=[CH:31][C:18]3=4)[CH2:10][C:9]2([CH3:40])[CH3:39])=[CH:4][CH:3]=1.Cl.C[N:44](C)CCCN=C=NCC.ON1C2C=CC=CC=2N=N1.[OH-].[NH4+]. The catalyst is CN(C)C=O.C(Cl)(Cl)Cl.C(N(CC)CC)C. The product is [Cl:1][C:2]1[CH:7]=[CH:6][C:5]([C:8]2([OH:41])[CH2:13][CH2:12][N:11]([CH2:14][CH2:15][CH:16]=[C:17]3[C:23]4[CH:24]=[CH:25][CH:26]=[N:27][C:22]=4[CH2:21][O:20][C:19]4[CH:28]=[CH:29][C:30]([O:32][C:33]([CH3:38])([CH3:37])[C:34]([NH2:44])=[O:35])=[CH:31][C:18]3=4)[CH2:10][C:9]2([CH3:39])[CH3:40])=[CH:4][CH:3]=1. The yield is 0.310. (3) The reactants are [C:1]([O:5][C:6]([N:8]1[CH2:12][CH2:11][CH2:10][CH:9]1[C:13]1[NH:14][C:15]([C:18]2C=CC(Br)=[CH:20][CH:19]=2)=[CH:16][N:17]=1)=[O:7])([CH3:4])([CH3:3])[CH3:2].C(OC(N1C(C2NC3C=C(C4C=CC(B5OC(C)(C)C(C)(C)O5)=CC=4)C=CC=3N=2)C2CC1CC2)=O)(C)(C)C.C(=O)([O-])[O-].[K+].[K+].C(OC(N1C(C2NC3C=C(C4[CH:96]=[CH:95][C:94]([C:97]5[CH:102]=[CH:101][C:100]([C:103]6[CH:125]=[CH:124][C:106]7[N:107]=[C:108]([CH:110]8[CH:115]9[CH2:116][CH:112]([CH2:113][CH2:114]9)[N:111]8[C:117]([O:119][C:120]([CH3:123])([CH3:122])[CH3:121])=[O:118])[NH:109][C:105]=7[CH:104]=6)=[CH:99][CH:98]=5)=CC=4)C=CC=3N=2)C2CC1CC2)=O)(C)(C)C. The catalyst is COCCOC.C(OCC)(=O)C.C1C=CC([P]([Pd]([P](C2C=CC=CC=2)(C2C=CC=CC=2)C2C=CC=CC=2)([P](C2C=CC=CC=2)(C2C=CC=CC=2)C2C=CC=CC=2)[P](C2C=CC=CC=2)(C2C=CC=CC=2)C2C=CC=CC=2)(C2C=CC=CC=2)C2C=CC=CC=2)=CC=1. The product is [C:120]([O:119][C:117]([N:111]1[CH:110]([C:108]2[NH:109][C:105]3[CH:104]=[C:103]([C:100]4[CH:99]=[CH:98][C:97]([C:94]5[CH:95]=[CH:96][C:18]([C:15]6[NH:14][C:13]([CH:9]7[CH2:10][CH2:11][CH2:12][N:8]7[C:6]([O:5][C:1]([CH3:4])([CH3:3])[CH3:2])=[O:7])=[N:17][CH:16]=6)=[CH:19][CH:20]=5)=[CH:102][CH:101]=4)[CH:125]=[CH:124][C:106]=3[N:107]=2)[CH:115]2[CH2:116][CH:112]1[CH2:113][CH2:114]2)=[O:118])([CH3:122])([CH3:121])[CH3:123]. The yield is 0.400. (4) The reactants are I[CH2:2][C@@H:3]([CH3:18])[CH2:4][N:5]1[C:10]2[CH:11]=[C:12]([O:15][CH3:16])[CH:13]=[CH:14][C:9]=2[O:8][CH2:7][C:6]1=[O:17].[CH2:19]([CH:23]1[CH2:28][CH2:27][NH:26][CH2:25][CH2:24]1)[CH2:20][CH2:21][CH3:22]. The catalyst is CCCCCCC.CCOC(C)=O. The product is [CH2:19]([CH:23]1[CH2:28][CH2:27][N:26]([CH2:2][C@@H:3]([CH3:18])[CH2:4][N:5]2[C:10]3[CH:11]=[C:12]([O:15][CH3:16])[CH:13]=[CH:14][C:9]=3[O:8][CH2:7][C:6]2=[O:17])[CH2:25][CH2:24]1)[CH2:20][CH2:21][CH3:22]. The yield is 0.270.